Dataset: Reaction yield outcomes from USPTO patents with 853,638 reactions. Task: Predict the reaction yield, written as a fraction of the theoretical maximum amount of product (1.0 means a 100% yield; for example, 0.34 means a 34% yield). The reactants are [N:1]([C@@H:4]1[C@H:9]([NH:10][C:11]([C:13]2[NH:14][C:15]([CH3:20])=[C:16]([Cl:19])[C:17]=2[Cl:18])=[O:12])[CH2:8][CH2:7][N:6]([C:21]([O:23][CH2:24][C:25]2[CH:30]=[CH:29][CH:28]=[CH:27][CH:26]=2)=[O:22])[CH2:5]1)=[N+:2]=[N-:3].[CH2:31]([OH:34])[C:32]#[CH:33].O=C1O[C@H]([C@H](CO)O)C([O-])=C1O.[Na+].CCOC(C)=O. The yield is 0.730. The catalyst is C(O)(C)(C)C.O.S([O-])([O-])(=O)=O.[Cu+2]. The product is [Cl:18][C:17]1[C:16]([Cl:19])=[C:15]([CH3:20])[NH:14][C:13]=1[C:11]([NH:10][C@@H:9]1[CH2:8][CH2:7][N:6]([C:21]([O:23][CH2:24][C:25]2[CH:30]=[CH:29][CH:28]=[CH:27][CH:26]=2)=[O:22])[CH2:5][C@@H:4]1[N:1]1[CH:33]=[C:32]([CH2:31][OH:34])[N:3]=[N:2]1)=[O:12].